From a dataset of Catalyst prediction with 721,799 reactions and 888 catalyst types from USPTO. Predict which catalyst facilitates the given reaction. (1) Reactant: [C:1]([O:4][CH2:5][CH:6]([N:12]1[CH:21]=[CH:20][C:19]2[C:14](=[CH:15][CH:16]=[CH:17][C:18]=2[N+:22]([O-])=O)[C:13]1=[O:25])[CH2:7][O:8][C:9](=[O:11])[CH3:10])(=[O:3])[CH3:2].C(O)C. Product: [C:9]([O:8][CH2:7][CH:6]([N:12]1[CH:21]=[CH:20][C:19]2[C:14](=[CH:15][CH:16]=[CH:17][C:18]=2[NH2:22])[C:13]1=[O:25])[CH2:5][O:4][C:1](=[O:3])[CH3:2])(=[O:11])[CH3:10]. The catalyst class is: 45. (2) Reactant: Cl.[NH2:2][CH2:3][C:4]1[CH:5]=[C:6]2[C:10](=[CH:11][CH:12]=1)[C:9](=[O:13])[N:8]([CH:14]1[CH2:19][CH2:18][C:17](=[O:20])[NH:16][C:15]1=[O:21])[C:7]2=[O:22].[Cl:23][C:24]1[CH:32]=[CH:31][C:27]([C:28](Cl)=[O:29])=[CH:26][CH:25]=1.CCN(C(C)C)C(C)C. Product: [Cl:23][C:24]1[CH:32]=[CH:31][C:27]([C:28]([NH:2][CH2:3][C:4]2[CH:5]=[C:6]3[C:10](=[CH:11][CH:12]=2)[C:9](=[O:13])[N:8]([CH:14]2[CH2:19][CH2:18][C:17](=[O:20])[NH:16][C:15]2=[O:21])[C:7]3=[O:22])=[O:29])=[CH:26][CH:25]=1. The catalyst class is: 1. (3) Reactant: [CH2:1]([C@@H:8]1[NH:13][CH2:12][CH2:11][N:10]([CH2:14][C:15]2[CH:20]=[CH:19][C:18]([C:21]3[CH:26]=[C:25]([CH3:27])[CH:24]=[CH:23][C:22]=3[Cl:28])=[CH:17][CH:16]=2)[CH2:9]1)[C:2]1[CH:7]=[CH:6][CH:5]=[CH:4][CH:3]=1.[CH3:29][N:30]=[C:31]=[O:32]. Product: [CH3:29][NH:30][C:31]([N:13]1[CH2:12][CH2:11][N:10]([CH2:14][C:15]2[CH:20]=[CH:19][C:18]([C:21]3[CH:26]=[C:25]([CH3:27])[CH:24]=[CH:23][C:22]=3[Cl:28])=[CH:17][CH:16]=2)[CH2:9][C@@H:8]1[CH2:1][C:2]1[CH:7]=[CH:6][CH:5]=[CH:4][CH:3]=1)=[O:32]. The catalyst class is: 76. (4) Reactant: N1C=CC=C(CNC(C2C=CC3NC(C4C(C(=O)NC(C)C)=CNN=4)=NC=3C=2)=O)C=1.[NH2:31][C:32]1[CH:37]=[C:36]([O:38][CH3:39])[CH:35]=[CH:34][C:33]=1[NH:40][C:41]([C:43]1[C:47]([N+:48]([O-:50])=[O:49])=[CH:46][NH:45][N:44]=1)=O.[OH-].[Na+]. Product: [CH3:39][O:38][C:36]1[CH:35]=[CH:34][C:33]2[NH:40][C:41]([C:43]3[C:47]([N+:48]([O-:50])=[O:49])=[CH:46][NH:45][N:44]=3)=[N:31][C:32]=2[CH:37]=1. The catalyst class is: 6. (5) Reactant: Cl[CH2:2][C:3]1[CH:4]=[C:5]([C:9]2[C:14]([F:15])=[CH:13][CH:12]=[C:11]([CH2:16][NH:17][C:18]([C:20]3[CH:25]=[CH:24][CH:23]=[C:22]([C:26]([NH:28][CH2:29][C:30]4[C:31]([NH:43][CH:44]5[CH2:49][CH2:48][O:47][CH2:46][CH2:45]5)=[C:32]5[CH:40]=[N:39][N:38]([CH2:41][CH3:42])[C:33]5=[N:34][C:35]=4[CH2:36][CH3:37])=[O:27])[CH:21]=3)=[O:19])[CH:10]=2)[CH:6]=[CH:7][CH:8]=1.[CH2:50]([N:52]1[CH2:57][CH2:56][NH:55][CH2:54][CH2:53]1)[CH3:51]. Product: [CH2:41]([N:38]1[C:33]2=[N:34][C:35]([CH2:36][CH3:37])=[C:30]([CH2:29][NH:28][C:26]([C:22]3[CH:23]=[CH:24][CH:25]=[C:20]([C:18]([NH:17][CH2:16][C:11]4[CH:10]=[C:9]([C:5]5[CH:6]=[CH:7][CH:8]=[C:3]([CH2:2][N:55]6[CH2:56][CH2:57][N:52]([CH2:50][CH3:51])[CH2:53][CH2:54]6)[CH:4]=5)[C:14]([F:15])=[CH:13][CH:12]=4)=[O:19])[CH:21]=3)=[O:27])[C:31]([NH:43][CH:44]3[CH2:49][CH2:48][O:47][CH2:46][CH2:45]3)=[C:32]2[CH:40]=[N:39]1)[CH3:42]. The catalyst class is: 1. (6) Reactant: CC1(C)[O:6][C@@H:5]([CH2:7][O:8][NH:9][C:10]([C:12]2[CH:20]=[CH:19][C:15]3[CH:16]=[N:17][S:18][C:14]=3[C:13]=2[NH:21][C:22]2[CH:27]=[CH:26][C:25]([I:28])=[CH:24][C:23]=2[F:29])=[O:11])[CH2:4][O:3]1.Cl. Product: [OH:6][C@H:5]([CH2:4][OH:3])[CH2:7][O:8][NH:9][C:10]([C:12]1[CH:20]=[CH:19][C:15]2[CH:16]=[N:17][S:18][C:14]=2[C:13]=1[NH:21][C:22]1[CH:27]=[CH:26][C:25]([I:28])=[CH:24][C:23]=1[F:29])=[O:11]. The catalyst class is: 5. (7) Reactant: Br[C:2]1[CH:3]=[C:4]([CH3:13])[C:5](=[O:12])[N:6]([CH:8]2[CH2:11][CH2:10][CH2:9]2)[CH:7]=1.[F:14][C:15]1[CH:41]=[C:40]([F:42])[CH:39]=[CH:38][C:16]=1[O:17][C:18]1[CH:23]=[CH:22][C:21]([NH:24][S:25]([CH3:28])(=[O:27])=[O:26])=[CH:20][C:19]=1B1OC(C)(C)C(C)(C)O1.C([O-])([O-])=O.[K+].[K+]. The catalyst class is: 151. Product: [CH:8]1([N:6]2[C:5](=[O:12])[C:4]([CH3:13])=[CH:3][C:2]([C:23]3[CH:22]=[C:21]([NH:24][S:25]([CH3:28])(=[O:26])=[O:27])[CH:20]=[CH:19][C:18]=3[O:17][C:16]3[CH:38]=[CH:39][C:40]([F:42])=[CH:41][C:15]=3[F:14])=[CH:7]2)[CH2:11][CH2:10][CH2:9]1.